Task: Predict the reactants needed to synthesize the given product.. Dataset: Full USPTO retrosynthesis dataset with 1.9M reactions from patents (1976-2016) (1) Given the product [OH:7][C@H:6]1[C@@H:2]([OH:1])[C@H:3]([C:10]2[C:14]3[N:15]=[CH:16][NH:17][C:18](=[O:19])[C:13]=3[NH:12][CH:11]=2)[N:4]([C:33]([O:32][C:29]([CH3:31])([CH3:30])[CH3:28])=[O:34])[C@@H:5]1[CH2:8][OH:9], predict the reactants needed to synthesize it. The reactants are: [OH:1][C@@H:2]1[C@H:6]([OH:7])[C@@H:5]([CH2:8][OH:9])[NH:4][C@H:3]1[C:10]1[C:14]2[N:15]=[CH:16][NH:17][C:18](=[O:19])[C:13]=2[NH:12][CH:11]=1.O.C(N(CC)CC)C.[CH3:28][C:29]([O:32][C:33](O[C:33]([O:32][C:29]([CH3:31])([CH3:30])[CH3:28])=[O:34])=[O:34])([CH3:31])[CH3:30]. (2) Given the product [CH2:33]([O:32][C:30]([O:1][C:2]1[CH:3]=[C:4]([CH2:9][C@H:10]([NH:21][C:22]([O:24][C:25]([CH3:27])([CH3:26])[CH3:28])=[O:23])[C:11]([O:13][C@H:14]([CH3:20])[CH2:15][O:16][C:17](=[O:19])[CH3:18])=[O:12])[CH:5]=[CH:6][C:7]=1[O:8][C:42]([O:45][CH2:46][CH3:47])=[O:44])=[O:31])[CH3:34], predict the reactants needed to synthesize it. The reactants are: [OH:1][C:2]1[CH:3]=[C:4]([CH2:9][C@H:10]([NH:21][C:22]([O:24][C:25]([CH3:28])([CH3:27])[CH3:26])=[O:23])[C:11]([O:13][C@H:14]([CH3:20])[CH2:15][O:16][C:17](=[O:19])[CH3:18])=[O:12])[CH:5]=[CH:6][C:7]=1[OH:8].Cl[C:30]([O:32][CH2:33][CH3:34])=[O:31].C(N(CC)CC)C.[C:42]([O:45][CH2:46][CH3:47])(=[O:44])C. (3) Given the product [Cl:18][C:19]1[N:20]=[CH:21][C:22]([N:6]2[CH2:7][C@@H:1]3[C@H:5]2[CH2:4][N:3]([C:8]([O:10][CH2:11][C:12]2[CH:17]=[CH:16][CH:15]=[CH:14][CH:13]=2)=[O:9])[CH2:2]3)=[CH:23][CH:24]=1, predict the reactants needed to synthesize it. The reactants are: [C@@H:1]12[CH2:7][NH:6][C@@H:5]1[CH2:4][N:3]([C:8]([O:10][CH2:11][C:12]1[CH:17]=[CH:16][CH:15]=[CH:14][CH:13]=1)=[O:9])[CH2:2]2.[Cl:18][C:19]1[CH:24]=[CH:23][C:22](Br)=[CH:21][N:20]=1. (4) Given the product [C:11]([O:7][CH2:20][CH:19]([O:6][C:1](=[O:5])[C:2]1[CH:3]=[CH:14][CH:15]=[CH:16][CH:17]=1)[CH2:18][O:25][C:18](=[O:25])[C:19]1[CH:24]=[CH:23][CH:22]=[CH:21][CH:20]=1)(=[O:27])[C:10]1[CH:23]=[CH:22][CH:21]=[CH:8][CH:9]=1, predict the reactants needed to synthesize it. The reactants are: [C:1]([OH:6])([OH:5])(O)[CH2:2][CH3:3].[O:7]1[CH2:11][CH2:10][CH2:9][CH2:8]1.N1[CH:17]=[CH:16][CH:15]=[CH:14]C=1.[C:18](Cl)(=[O:25])[C:19]1[CH:24]=[CH:23][CH:22]=[CH:21][CH:20]=1.[OH2:27]. (5) Given the product [C:1]([O:4][C@H:5]([CH3:25])[CH2:6][CH2:7][CH2:8][CH2:9][N:10]1[C:15](=[O:16])[C:14]2[C:17]([CH3:22])=[CH:18][C:19]([O:21][S:34]([C:33]([F:46])([F:45])[F:32])(=[O:36])=[O:35])=[N:20][C:13]=2[N:12]([CH3:23])[C:11]1=[O:24])(=[O:3])[CH3:2], predict the reactants needed to synthesize it. The reactants are: [C:1]([O:4][C@H:5]([CH3:25])[CH2:6][CH2:7][CH2:8][CH2:9][N:10]1[C:15](=[O:16])[C:14]2[C:17]([CH3:22])=[CH:18][C:19](=[O:21])[NH:20][C:13]=2[N:12]([CH3:23])[C:11]1=[O:24])(=[O:3])[CH3:2].N1C=CC=CC=1.[F:32][C:33]([F:46])([F:45])[S:34](O[S:34]([C:33]([F:46])([F:45])[F:32])(=[O:36])=[O:35])(=[O:36])=[O:35]. (6) Given the product [CH3:1][O:2][C:3]([C:5]1[N:6]=[C:7]([Br:25])[C:8]2[C:13]([C:14]=1[OH:15])=[CH:12][CH:11]=[CH:10][C:9]=2[O:16][C:17]1[CH:22]=[CH:21][C:20]([O:23][CH3:24])=[CH:19][CH:18]=1)=[O:4], predict the reactants needed to synthesize it. The reactants are: [CH3:1][O:2][C:3]([C:5]1[N:6]=[CH:7][C:8]2[C:13]([C:14]=1[OH:15])=[CH:12][CH:11]=[CH:10][C:9]=2[O:16][C:17]1[CH:22]=[CH:21][C:20]([O:23][CH3:24])=[CH:19][CH:18]=1)=[O:4].[Br:25]N1C(=O)CCC1=O.